Dataset: Catalyst prediction with 721,799 reactions and 888 catalyst types from USPTO. Task: Predict which catalyst facilitates the given reaction. (1) Reactant: [Br:1][C:2]1[C:3]([F:11])=[C:4]([CH:8]=[CH:9][CH:10]=1)[C:5](O)=[O:6].C([N:14](CC)CC)C.S(Cl)(Cl)=O. Product: [Br:1][C:2]1[C:3]([F:11])=[C:4]([CH:8]=[CH:9][CH:10]=1)[C:5]([NH2:14])=[O:6]. The catalyst class is: 7. (2) Reactant: [C:1]([CH2:4][N:5]([S:26]([CH2:29][CH2:30][CH3:31])(=[O:28])=[O:27])[C:6]1[CH:7]=[C:8]([CH:22]=[C:23]([Cl:25])[CH:24]=1)[C:9]([NH:11][CH2:12][C:13]1[CH:18]=[CH:17][C:16]([C:19]#[N:20])=[CH:15][C:14]=1[OH:21])=[O:10])(=[O:3])[NH2:2].C(=O)([O-])[O-].[Cs+].[Cs+].Cl[CH2:39][C:40]([NH:42][CH3:43])=[O:41].[I-].[K+]. Product: [C:1]([CH2:4][N:5]([S:26]([CH2:29][CH2:30][CH3:31])(=[O:28])=[O:27])[C:6]1[CH:7]=[C:8]([CH:22]=[C:23]([Cl:25])[CH:24]=1)[C:9]([NH:11][CH2:12][C:13]1[CH:18]=[CH:17][C:16]([C:19]#[N:20])=[CH:15][C:14]=1[O:21][CH2:39][C:40](=[O:41])[NH:42][CH3:43])=[O:10])(=[O:3])[NH2:2]. The catalyst class is: 10.